From a dataset of Full USPTO retrosynthesis dataset with 1.9M reactions from patents (1976-2016). Predict the reactants needed to synthesize the given product. (1) Given the product [C:1]([N:5]1[CH2:33][CH2:32][CH2:31][CH2:30][C:8]2[C:9]([C:25]3[S:26][CH:27]=[CH:28][CH:29]=3)=[C:10]3[C:19]4[CH:18]=[C:17]([N:20]5[CH:38]=[C:37]([CH2:36][CH2:35][OH:39])[N:22]=[N:21]5)[C:16]([O:23][CH3:24])=[CH:15][C:14]=4[CH2:13][CH2:12][N:11]3[C:7]=2[C:6]1=[O:34])([CH3:4])([CH3:2])[CH3:3], predict the reactants needed to synthesize it. The reactants are: [C:1]([N:5]1[CH2:33][CH2:32][CH2:31][CH2:30][C:8]2[C:9]([C:25]3[S:26][CH:27]=[CH:28][CH:29]=3)=[C:10]3[C:19]4[CH:18]=[C:17]([N:20]=[N+:21]=[N-:22])[C:16]([O:23][CH3:24])=[CH:15][C:14]=4[CH2:13][CH2:12][N:11]3[C:7]=2[C:6]1=[O:34])([CH3:4])([CH3:3])[CH3:2].[CH2:35]([OH:39])[CH2:36][C:37]#[CH:38].O=C1O[C@H]([C@H](CO)O)C([O-])=C1O.[Na+].C(C(N(C(C1N=NNC=1)CC1C=CC=CC=1)C(C1N=NNC=1)CC1C=CC=CC=1)C1N=NNC=1)C1C=CC=CC=1. (2) Given the product [NH:17]1[C:16]2[CH:28]=[CH:29][C:13]([N:10]3[CH2:11][CH2:12][N:8]([C:3]4[CH:4]=[N:5][CH:6]=[CH:7][C:2]=4[CH3:1])[C:9]3=[O:30])=[CH:14][C:15]=2[N:19]=[CH:18]1, predict the reactants needed to synthesize it. The reactants are: [CH3:1][C:2]1[CH:7]=[CH:6][N:5]=[CH:4][C:3]=1[N:8]1[CH2:12][CH2:11][N:10]([C:13]2[CH:29]=[CH:28][C:16]3[N:17](COCC[Si](C)(C)C)[CH:18]=[N:19][C:15]=3[CH:14]=2)[C:9]1=[O:30].CO. (3) The reactants are: Cl.[NH2:2][CH:3]1[C:8]2[CH:9]=[C:10]([O:18][CH3:19])[C:11]([NH:13][S:14]([CH3:17])(=[O:16])=[O:15])=[CH:12][C:7]=2[O:6][C:5]([CH3:21])([CH3:20])[CH:4]1[OH:22].[CH:23]1([CH2:29][CH:30]=O)[CH2:28][CH2:27][CH2:26][CH2:25][CH2:24]1.C(N(CC)CC)C.C([BH3-])#N.[Na+]. Given the product [CH:23]1([CH2:29][CH2:30][NH:2][C@H:3]2[C:8]3[CH:9]=[C:10]([O:18][CH3:19])[C:11]([NH:13][S:14]([CH3:17])(=[O:15])=[O:16])=[CH:12][C:7]=3[O:6][C:5]([CH3:20])([CH3:21])[C@@H:4]2[OH:22])[CH2:28][CH2:27][CH2:26][CH2:25][CH2:24]1, predict the reactants needed to synthesize it. (4) Given the product [CH3:22][S:23]([OH:26])(=[O:25])=[O:24].[F:1][C:2]1[CH:3]=[C:4]([CH:19]=[CH:20][CH:21]=1)[O:5][C@@H:6]([C:13]1[CH:14]=[CH:15][CH:16]=[CH:17][CH:18]=1)[CH:7]1[CH2:8][CH2:9][NH:10][CH2:11][CH2:12]1, predict the reactants needed to synthesize it. The reactants are: [F:1][C:2]1[CH:3]=[C:4]([CH:19]=[CH:20][CH:21]=1)[O:5][C@@H:6]([C:13]1[CH:18]=[CH:17][CH:16]=[CH:15][CH:14]=1)[CH:7]1[CH2:12][CH2:11][NH:10][CH2:9][CH2:8]1.[CH3:22][S:23]([OH:26])(=[O:25])=[O:24]. (5) The reactants are: [Cl:1][C:2]1[CH:9]=[C:8]([C:10]2[CH:14]=[CH:13][NH:12][N:11]=2)[CH:7]=[C:6]([F:15])[C:3]=1[C:4]#[N:5].O[C@H:17]([CH3:27])[CH2:18][NH:19]C(=O)OC(C)(C)C. Given the product [NH2:19][CH2:18][C@@H:17]([N:12]1[CH:13]=[CH:14][C:10]([C:8]2[CH:7]=[C:6]([F:15])[C:3]([C:4]#[N:5])=[C:2]([Cl:1])[CH:9]=2)=[N:11]1)[CH3:27], predict the reactants needed to synthesize it.